Task: Predict the reaction yield, written as a fraction of the theoretical maximum amount of product (1.0 means a 100% yield; for example, 0.34 means a 34% yield).. Dataset: Reaction yield outcomes from USPTO patents with 853,638 reactions (1) The catalyst is C1(C)C=CC=CC=1. The product is [N:13]1([C:8]([CH:3]2[CH2:4][CH2:5][CH2:6][CH2:7][C:2]2=[O:1])=[O:10])[CH2:18][CH2:17][CH2:16][CH2:15][CH2:14]1. The yield is 0.960. The reactants are [O:1]=[C:2]1[CH2:7][CH2:6][CH2:5][CH2:4][CH:3]1[C:8]([O:10]CC)=O.[NH:13]1[CH2:18][CH2:17][CH2:16][CH2:15][CH2:14]1. (2) The reactants are [CH2:1]([O:3][C:4](=[O:8])[CH2:5][CH2:6]Br)[CH3:2].[N:9]1[C:13]2[CH:14]=[CH:15][CH:16]=[CH:17][C:12]=2[NH:11][CH:10]=1.C(=O)([O-])[O-].[K+].[K+]. The catalyst is C(#N)C. The product is [CH2:1]([O:3][C:4](=[O:8])[CH2:5][CH2:6][N:9]1[C:13]2[CH:14]=[CH:15][CH:16]=[CH:17][C:12]=2[N:11]=[CH:10]1)[CH3:2]. The yield is 0.910. (3) The reactants are C([O:4][C:5]1[CH:21]=[CH:20][C:8]([C:9]([O:11][CH2:12][CH:13]([CH2:17][C:18]#[CH:19])[CH2:14][C:15]#[CH:16])=[O:10])=[CH:7][CH:6]=1)(=O)C.O.CCOC(C)=O. The catalyst is CO. The product is [OH:4][C:5]1[CH:6]=[CH:7][C:8]([C:9]([O:11][CH2:12][CH:13]([CH2:14][C:15]#[CH:16])[CH2:17][C:18]#[CH:19])=[O:10])=[CH:20][CH:21]=1. The yield is 0.820. (4) The reactants are I[C:2]1[C:3](=[O:12])[C:4]([CH3:11])([CH3:10])[CH2:5][C:6]([CH3:9])([CH3:8])[CH:7]=1.[N+:13]([C:16]1[CH:21]=[CH:20][CH:19]=[CH:18][C:17]=1B(O)O)([O-:15])=[O:14].C(P(C(C)(C)C)C1C=CC=CC=1C1C=CC=CC=1)(C)(C)C.O.O.O.O.O.O.O.O.[OH-].[Ba+2].[OH-]. The catalyst is C1C=CC(/C=C/C(/C=C/C2C=CC=CC=2)=O)=CC=1.C1C=CC(/C=C/C(/C=C/C2C=CC=CC=2)=O)=CC=1.C1C=CC(/C=C/C(/C=C/C2C=CC=CC=2)=O)=CC=1.[Pd].[Pd]. The product is [CH3:8][C:6]1([CH3:9])[CH2:5][C:4]([CH3:11])([CH3:10])[C:3](=[O:12])[C:2]([C:17]2[CH:18]=[CH:19][CH:20]=[CH:21][C:16]=2[N+:13]([O-:15])=[O:14])=[CH:7]1. The yield is 0.700. (5) The reactants are C[O:2][C:3]([CH:5]1[C:10]([CH3:12])([CH3:11])[S:9][CH2:8][CH2:7][N:6]1[S:13]([C:16]1[CH:21]=[CH:20][C:19]([O:22][CH2:23][C:24]#[C:25][CH2:26][CH2:27][CH2:28][NH:29][C:30]([O:32][C:33]([CH3:36])([CH3:35])[CH3:34])=[O:31])=[CH:18][CH:17]=1)(=[O:15])=[O:14])=[O:4].[I-].[Li+]. The catalyst is C(OCC)(=O)C. The product is [C:33]([O:32][C:30]([NH:29][CH2:28][CH2:27][CH2:26][C:25]#[C:24][CH2:23][O:22][C:19]1[CH:20]=[CH:21][C:16]([S:13]([N:6]2[CH2:7][CH2:8][S:9][C:10]([CH3:12])([CH3:11])[CH:5]2[C:3]([OH:4])=[O:2])(=[O:15])=[O:14])=[CH:17][CH:18]=1)=[O:31])([CH3:36])([CH3:34])[CH3:35]. The yield is 0.560. (6) The reactants are [O:1]=[C:2]1[C:10]2[C:5](=[CH:6][C:7]([C:11]3[N:16]4[N:17]=[CH:18][N:19]=[C:15]4[C:14]([NH:20][CH:21]4[CH2:26][CH2:25][N:24](C(OC(C)(C)C)=O)[CH2:23][CH2:22]4)=[N:13][CH:12]=3)=[CH:8][CH:9]=2)[CH2:4][NH:3]1.FC(F)(F)C(O)=O. The catalyst is ClCCl.O. The product is [NH:24]1[CH2:23][CH2:22][CH:21]([NH:20][C:14]2[C:15]3[N:16]([N:17]=[CH:18][N:19]=3)[C:11]([C:7]3[CH:6]=[C:5]4[C:10](=[CH:9][CH:8]=3)[C:2](=[O:1])[NH:3][CH2:4]4)=[CH:12][N:13]=2)[CH2:26][CH2:25]1. The yield is 0.200. (7) The reactants are [CH2:1]([C@@H:8]1[CH2:13][NH:12][CH2:11][CH2:10][N:9]1[C:14](=[O:38])[CH2:15][CH2:16][C:17]1[CH:36]=[C:35](C)[CH:34]=[CH:33][C:18]=1[O:19]C1C=CC(C)=CC=1CCNC(=O)C)[C:2]1[CH:7]=[CH:6][CH:5]=[CH:4][CH:3]=1.[C:39](=[O:42])([O-])[O-:40].[K+].[K+].F[C:46]1[CH:53]=[CH:52][CH:51]=[CH:50][C:47]=1[C:48]#[N:49]. The catalyst is CN(C)C=O.ClCCl. The product is [CH2:1]([C@H:8]1[N:9]([C:14](=[O:38])[CH2:15][CH2:16][C:17]2[CH:36]=[CH:35][CH:34]=[CH:33][C:18]=2[O:19][C:46]2[CH:53]=[CH:52][CH:51]=[CH:50][C:47]=2[C:48]#[N:49])[CH2:10][CH2:11][N:12]([C:39]([O:40][C:2]([CH3:7])([CH3:3])[CH3:1])=[O:42])[CH2:13]1)[C:2]1[CH:7]=[CH:6][CH:5]=[CH:4][CH:3]=1. The yield is 0.870.